Dataset: Reaction yield outcomes from USPTO patents with 853,638 reactions. Task: Predict the reaction yield, written as a fraction of the theoretical maximum amount of product (1.0 means a 100% yield; for example, 0.34 means a 34% yield). The reactants are [F:1][C:2]1[CH:11]=[C:10]2[C:5]([CH:6]=[CH:7][CH:8]=[N:9]2)=[CH:4][C:3]=1[C:12]#[N:13].N. The catalyst is [Ni].CO. The product is [F:1][C:2]1[CH:11]=[C:10]2[C:5]([CH:6]=[CH:7][CH:8]=[N:9]2)=[CH:4][C:3]=1[CH2:12][NH2:13]. The yield is 0.780.